Dataset: Reaction yield outcomes from USPTO patents with 853,638 reactions. Task: Predict the reaction yield, written as a fraction of the theoretical maximum amount of product (1.0 means a 100% yield; for example, 0.34 means a 34% yield). (1) The reactants are CC1(C)C(C)(C)OB([C:9]2[CH:14]=[CH:13][C:12]([C:15]34[CH2:22][CH2:21][C:18]([CH2:23][C:24]([O:26][CH3:27])=[O:25])([CH2:19][CH2:20]3)[CH2:17][O:16]4)=[CH:11][CH:10]=2)O1.Br[C:30]1[CH:35]=[CH:34][C:33]([NH:36][C:37]2[O:38][C:39]([CH:42]3[CH2:45][CH2:44][CH2:43]3)=[N:40][N:41]=2)=[CH:32][CH:31]=1.P([O-])([O-])([O-])=O.[K+].[K+].[K+].C(COC)OC. The catalyst is C1C=CC(P(C2C=CC=CC=2)[C-]2C=CC=C2)=CC=1.C1C=CC(P(C2C=CC=CC=2)[C-]2C=CC=C2)=CC=1.Cl[Pd]Cl.[Fe+2].C(Cl)Cl.O.CO. The product is [CH:42]1([C:39]2[O:38][C:37]([NH:36][C:33]3[CH:34]=[CH:35][C:30]([C:9]4[CH:14]=[CH:13][C:12]([C:15]56[CH2:20][CH2:19][C:18]([CH2:23][C:24]([O:26][CH3:27])=[O:25])([CH2:21][CH2:22]5)[CH2:17][O:16]6)=[CH:11][CH:10]=4)=[CH:31][CH:32]=3)=[N:41][N:40]=2)[CH2:43][CH2:44][CH2:45]1. The yield is 0.650. (2) The reactants are [CH2:1]([O:8][C:9]1[C:16]([C:17]([CH3:20])([CH3:19])[CH3:18])=[CH:15][CH:14]=[CH:13][C:10]=1C=O)[C:2]1[CH:7]=[CH:6][CH:5]=[CH:4][CH:3]=1.ClC1C=CC=C(C(OO)=[O:29])C=1. The catalyst is ClCCl. The product is [CH2:1]([O:8][C:9]1[C:16]([C:17]([CH3:20])([CH3:19])[CH3:18])=[CH:15][CH:14]=[CH:13][C:10]=1[OH:29])[C:2]1[CH:7]=[CH:6][CH:5]=[CH:4][CH:3]=1. The yield is 0.840. (3) The catalyst is ClCCl. The product is [Cl:8][C:9]1[CH:14]=[C:13]([Cl:15])[CH:12]=[CH:11][C:10]=1[C@H:16]([N:18]1[C:22]2[CH:23]=[C:24]([N:27]3[CH2:28][CH2:29][N:30]([C:33]([C@H:35]4[CH2:39][CH2:38][CH2:37][NH:36]4)=[O:34])[CH2:31][CH2:32]3)[CH:25]=[CH:26][C:21]=2[N:20]=[CH:19]1)[CH3:17]. The yield is 0.380. The reactants are FC(F)(F)C(O)=O.[Cl:8][C:9]1[CH:14]=[C:13]([Cl:15])[CH:12]=[CH:11][C:10]=1[C@H:16]([N:18]1[C:22]2[CH:23]=[C:24]([N:27]3[CH2:32][CH2:31][N:30]([C:33]([C@H:35]4[CH2:39][CH2:38][CH2:37][N:36]4C(OC(C)(C)C)=O)=[O:34])[CH2:29][CH2:28]3)[CH:25]=[CH:26][C:21]=2[N:20]=[CH:19]1)[CH3:17]. (4) The reactants are [Br:1][C:2]1[C:3]([N:17]2[CH2:22][CH2:21][CH2:20][C@@H:19]([NH:23]C(=O)OC(C)(C)C)[CH2:18]2)=[C:4]2[C:10]([NH:11][C:12](=[O:16])[CH2:13][O:14][CH3:15])=[CH:9][NH:8][C:5]2=[N:6][CH:7]=1.O1CCOCC1.[ClH:37]. The catalyst is C(O)(C(F)(F)F)=O.CO. The product is [ClH:37].[NH2:23][C@@H:19]1[CH2:20][CH2:21][CH2:22][N:17]([C:3]2[C:2]([Br:1])=[CH:7][N:6]=[C:5]3[NH:8][CH:9]=[C:10]([NH:11][C:12](=[O:16])[CH2:13][O:14][CH3:15])[C:4]=23)[CH2:18]1. The yield is 0.550. (5) The reactants are [N:1]1[CH:2]=[CH:3][N:4]2[CH:9]=[CH:8][CH:7]=[C:6]([CH2:10][O:11][C:12]3[C:13]([CH:19]=[O:20])=[CH:14][C:15](=[O:18])[NH:16][CH:17]=3)[C:5]=12.Cl[C:22]([F:27])([F:26])C([O-])=O.[Na+]. The catalyst is CC#N. The product is [F:26][CH:22]([F:27])[O:18][C:15]1[CH:14]=[C:13]([C:12]([O:11][CH2:10][C:6]2[C:5]3[N:4]([CH:3]=[CH:2][N:1]=3)[CH:9]=[CH:8][CH:7]=2)=[CH:17][N:16]=1)[CH:19]=[O:20]. The yield is 0.0500.